From a dataset of Catalyst prediction with 721,799 reactions and 888 catalyst types from USPTO. Predict which catalyst facilitates the given reaction. (1) Reactant: [BH4-].[Na+].[Si]([O:10][C:11]1[CH:20]=[CH:19][C:14]2[C:15](=O)[CH2:16][O:17][C:13]=2[CH:12]=1)(C(C)(C)C)(C)C.CC(C)=O.Cl. Product: [O:17]1[C:13]2[CH:12]=[C:11]([OH:10])[CH:20]=[CH:19][C:14]=2[CH:15]=[CH:16]1. The catalyst class is: 24. (2) Reactant: [NH2:1][C:2]1[CH:9]=[CH:8][C:7](B2OC(C)(C)C(C)(C)O2)=[CH:6][C:3]=1[C:4]#[N:5].O.O.P([O-])([O-])([O-])=O.[K+].[K+].[K+].Cl[C:30]1[N:35]=[C:34]2[N:36]([CH:45]3[CH2:50][CH2:49][CH2:48][CH2:47][O:46]3)[N:37]=[C:38]([C:39]3[CH:40]=[N:41][CH:42]=[CH:43][CH:44]=3)[C:33]2=[C:32]([CH:51]([F:53])[F:52])[CH:31]=1.ClCCl.CCCCC. Product: [NH2:1][C:2]1[CH:9]=[CH:8][C:7]([C:30]2[N:35]=[C:34]3[N:36]([CH:45]4[CH2:50][CH2:49][CH2:48][CH2:47][O:46]4)[N:37]=[C:38]([C:39]4[CH:40]=[N:41][CH:42]=[CH:43][CH:44]=4)[C:33]3=[C:32]([CH:51]([F:52])[F:53])[CH:31]=2)=[CH:6][C:3]=1[C:4]#[N:5]. The catalyst class is: 108. (3) Reactant: [CH2:1]([N:8]1[C:17]([C:18]([OH:20])=[O:19])=[C:16]([C:21]2[CH:26]=[CH:25][CH:24]=[CH:23][CH:22]=2)[C:15]2[C:10](=[CH:11][CH:12]=[C:13]([Br:27])[CH:14]=2)[C:9]1=[O:28])[C:2]1[CH:7]=[CH:6][CH:5]=[CH:4][CH:3]=1.[C:29](=O)([O-])[O-].[K+].[K+].CI.CN(C)C=O. Product: [CH3:29][O:19][C:18]([C:17]1[N:8]([CH2:1][C:2]2[CH:3]=[CH:4][CH:5]=[CH:6][CH:7]=2)[C:9](=[O:28])[C:10]2[C:15]([C:16]=1[C:21]1[CH:22]=[CH:23][CH:24]=[CH:25][CH:26]=1)=[CH:14][C:13]([Br:27])=[CH:12][CH:11]=2)=[O:20]. The catalyst class is: 6. (4) Reactant: [NH2:1][C:2]1[CH:3]=[C:4]([C:9]([N:11]2[CH2:16][CH2:15][CH:14]([C:17]3[CH:22]=[CH:21][C:20](Br)=[CH:19][CH:18]=3)[CH2:13][CH2:12]2)=[O:10])[CH:5]=[CH:6][C:7]=1[CH3:8].C([O-])([O-])=O.[Na+].[Na+].[CH3:30][N:31]1[CH:35]=[C:34](B2OC(C)(C)C(C)(C)O2)[CH:33]=[N:32]1.O. Product: [NH2:1][C:2]1[CH:3]=[C:4]([C:9]([N:11]2[CH2:16][CH2:15][CH:14]([C:17]3[CH:22]=[CH:21][C:20]([C:34]4[CH:33]=[N:32][N:31]([CH3:30])[CH:35]=4)=[CH:19][CH:18]=3)[CH2:13][CH2:12]2)=[O:10])[CH:5]=[CH:6][C:7]=1[CH3:8]. The catalyst class is: 184. (5) Reactant: [Br:1][C:2]1[C:3](=[O:30])[N:4]([CH2:19][C:20]2[CH:29]=[CH:28][C:23]([C:24]([O:26]C)=[O:25])=[CH:22][CH:21]=2)[C:5]([CH3:18])=[CH:6][C:7]=1[O:8][CH2:9][C:10]1[CH:15]=[CH:14][C:13]([F:16])=[CH:12][C:11]=1[F:17].[OH-].[Na+]. Product: [Br:1][C:2]1[C:3](=[O:30])[N:4]([CH2:19][C:20]2[CH:21]=[CH:22][C:23]([C:24]([OH:26])=[O:25])=[CH:28][CH:29]=2)[C:5]([CH3:18])=[CH:6][C:7]=1[O:8][CH2:9][C:10]1[CH:15]=[CH:14][C:13]([F:16])=[CH:12][C:11]=1[F:17]. The catalyst class is: 71.